This data is from Experimentally validated miRNA-target interactions with 360,000+ pairs, plus equal number of negative samples. The task is: Binary Classification. Given a miRNA mature sequence and a target amino acid sequence, predict their likelihood of interaction. (1) The miRNA is mmu-miR-876-5p with sequence UGGAUUUCUCUGUGAAUCACUA. The protein sequence of the target gene is MSQDTEVDMKDVELNELEPEKQPMNAADGAAAGEKNGLVKIKVAEDETEAGVKFTGLSKEELLKVAGSPGWVRTRWALLLLFWLGWLGMLAGAVVIIVRAPRCRELPVQRWWHKGALYRIGDLQAFVGRDAGGIAGLKSHLEYLSTLKVKGLVLGPIHKNQKDEINETDLKQINPTLGSQEDFKDLLQSAKKKSIHIILDLTPNYQGQNAWFLPAQADIVATKMKEALSSWLQDGVDGFQFRDVGKLMNAPLYLAEWQNITKNLSEDRLLIAGTESSDLQQIVNILESTSDLLLTSSYLS.... Result: 1 (interaction). (2) The miRNA is hsa-miR-455-3p with sequence GCAGUCCAUGGGCAUAUACAC. The protein sequence of the target gene is MATMIPPVKLKWLEHLNSSWITEDSESIATREGVAVLYSKLVSNKEVVPLPQQVLCLKGPQLPDFERESLSSDEQDHYLDALLSSQLALAKMVCSDSPFAGALRKRLLVLQRVFYALSNKYHDKGKVKQQQHSPESSSGSADVHSVSERPRSSTDALIEMGVRTGLSLLFALLRQSWMMPVSGPGLSLCNDVIHTAIEVVSSLPPLSLANESKIPPMGLDCLSQVTTFLKGVTIPNSGADTLGRRLASELLLGLAAQRGSLRYLLEWIEMALGASAVVHTMEKGKLLSSQEGMISFDCFM.... Result: 1 (interaction). (3) The miRNA is bta-miR-146b with sequence UGAGAACUGAAUUCCAUAGGCUGU. The protein sequence of the target gene is MTTLRAFTCDDLFRFNNINLDPLTETYGIPFYLQYLAHWPEYFIVAEAPGGELMGYIMGKAEGSVAREEWHGHVTALSVAPEFRRLGLAAKLMELLEEISERKGGFFVDLFVRVSNQVAVNMYKQLGYSVYRTVIEYYSASNGEPDEDAYDMRKALSRDTEKKSIIPLPHPVRPEDIE. Result: 0 (no interaction). (4) The miRNA is mmu-miR-582-3p with sequence UAACCUGUUGAACAACUGAAC. The protein sequence of the target gene is MVTELRVFYLVPLLLASYVQTTPRPEKMKMDCYKDVKGTIYDYEALSLNGKEHIPFKQYAGKHVLFVNVATYCGLTIQYPELNALQEDLKPFGLVILGFPCNQFGKQEPGDNLEILPGLKYVRPGKGFLPNFQLFAKGDVNGENEQKIFTFLKRSCPHPSETVVMSKHTFWEPIKVHDIRWNFEKFLVGPDGIPVMRWFHQAPVSTVKSDIMAYLSHFKTI. Result: 0 (no interaction). (5) The miRNA is hsa-miR-4716-3p with sequence AAGGGGGAAGGAAACAUGGAGA. The protein sequence of the target gene is MATSPQKSPSVPKSPTPKSPPSRKKDDSFLGKLGGTLARRKKAKEVSELQEEGMNAINLPLSPIPFELDPEDTMLEENEVRTMVDPNSRSDPKLQELMKVLIDWINDVLVGERIIVKDLAEDLYDGQVLQKLFEKLESEKLNVAEVTQSEIAQKQKLQTVLEKINETLKLPPRSIKWNVDSVHAKSLVAILHLLVALSQYFRAPIRLPDHVSIQVVVVQKREGILQSRQIQEEITGNTEALSGRHERDAFDTLFDHAPDKLNVVKKTLITFVNKHLNKLNLEVTELETQFADGVYLVLLM.... Result: 0 (no interaction).